From a dataset of Catalyst prediction with 721,799 reactions and 888 catalyst types from USPTO. Predict which catalyst facilitates the given reaction. (1) Reactant: [NH2:1][C:2]1[CH:3]=[C:4]([C:8]2[N:13]3[N:14]=[C:15]([NH:17][C:18]4[CH:23]=[CH:22][C:21]([O:24][CH2:25][CH2:26][N:27]5[CH2:31][CH2:30][CH2:29][CH2:28]5)=[CH:20][CH:19]=4)[N:16]=[C:12]3[CH:11]=[CH:10][CH:9]=2)[CH:5]=[CH:6][CH:7]=1.[Cl:32][C:33]1[CH:34]=[C:35]([CH2:39][C:40](O)=[O:41])[CH:36]=[CH:37][CH:38]=1.C(N(C(C)C)CC)(C)C.CN(C(ON1N=NC2C=CC=CC1=2)=[N+](C)C)C.F[P-](F)(F)(F)(F)F. Product: [Cl:32][C:33]1[CH:34]=[C:35]([CH2:39][C:40]([NH:1][C:2]2[CH:7]=[CH:6][CH:5]=[C:4]([C:8]3[N:13]4[N:14]=[C:15]([NH:17][C:18]5[CH:23]=[CH:22][C:21]([O:24][CH2:25][CH2:26][N:27]6[CH2:28][CH2:29][CH2:30][CH2:31]6)=[CH:20][CH:19]=5)[N:16]=[C:12]4[CH:11]=[CH:10][CH:9]=3)[CH:3]=2)=[O:41])[CH:36]=[CH:37][CH:38]=1. The catalyst class is: 44. (2) Product: [Cl:1][C:2]1[C:3]([C:10]2[S:11][C:12]([C:15]3[N:16]=[C:17]4[C:22]([Cl:23])=[CH:21][C:20]([C:24]([F:26])([F:25])[F:27])=[CH:19][N:18]4[CH:28]=3)=[N:13][N:14]=2)=[CH:4][C:5]([F:9])=[C:6]([CH:7]=1)[O:8][CH2:30][CH:31]1[CH2:35][O:34][C:33]([CH3:36])([CH3:37])[N:32]1[C:38]([O:40][C:41]([CH3:42])([CH3:44])[CH3:43])=[O:39]. Reactant: [Cl:1][C:2]1[C:3]([C:10]2[S:11][C:12]([C:15]3[N:16]=[C:17]4[C:22]([Cl:23])=[CH:21][C:20]([C:24]([F:27])([F:26])[F:25])=[CH:19][N:18]4[CH:28]=3)=[N:13][N:14]=2)=[CH:4][C:5]([F:9])=[C:6]([OH:8])[CH:7]=1.O[CH2:30][CH:31]1[CH2:35][O:34][C:33]([CH3:37])([CH3:36])[N:32]1[C:38]([O:40][C:41]([CH3:44])([CH3:43])[CH3:42])=[O:39].C1C=CC(P(C2C=CC=CC=2)C2C=CC=CC=2)=CC=1.CC(OC(/N=N/C(OC(C)C)=O)=O)C. The catalyst class is: 1. (3) Reactant: [Br:1][C:2]1[CH:21]=[CH:20][C:5]([O:6][C:7]2[N:14]=[C:13]([N:15]([CH2:17][CH2:18][OH:19])[CH3:16])[CH:12]=[CH:11][C:8]=2[C:9]#[N:10])=[CH:4][C:3]=1[CH:22]1OCC[O:23]1.Cl. Product: [Br:1][C:2]1[CH:21]=[CH:20][C:5]([O:6][C:7]2[N:14]=[C:13]([N:15]([CH2:17][CH2:18][OH:19])[CH3:16])[CH:12]=[CH:11][C:8]=2[C:9]#[N:10])=[CH:4][C:3]=1[CH:22]=[O:23]. The catalyst class is: 1. (4) Reactant: [OH:1][CH:2]1[O:10][C@H:9]([CH2:11][OH:12])[C@@H:7]([OH:8])[C@H:5]([OH:6])[C@H:3]1[NH2:4].Cl.OC1O[C@H](CO)[C@@H](O)[C@H](O)[C@H]1N.[CH:26](=O)[C:27]1[CH:32]=[CH:31][C:30]([O:33][CH3:34])=[CH:29][CH:28]=1. Product: [CH3:34][O:33][C:30]1[CH:31]=[CH:32][C:27]([CH:26]=[N:4][C@@H:3]2[C@@H:5]([OH:6])[C@H:7]([OH:8])[C@@H:9]([CH2:11][OH:12])[O:10][CH:2]2[OH:1])=[CH:28][CH:29]=1. The catalyst class is: 74. (5) Reactant: [C:1]([C:5]1[CH:10]=[CH:9][C:8]([NH:11][C:12]([C:14]2[CH:19]=[C:18](Cl)[N:17]=[N:16][C:15]=2[NH:21][CH2:22][C:23]2[CH:28]=[CH:27][N:26]=[C:25]([O:29][CH3:30])[CH:24]=2)=[O:13])=[CH:7][CH:6]=1)([CH3:4])([CH3:3])[CH3:2].N#N. Product: [C:1]([C:5]1[CH:6]=[CH:7][C:8]([NH:11][C:12]([C:14]2[CH:19]=[CH:18][N:17]=[N:16][C:15]=2[NH:21][CH2:22][C:23]2[CH:28]=[CH:27][N:26]=[C:25]([O:29][CH3:30])[CH:24]=2)=[O:13])=[CH:9][CH:10]=1)([CH3:4])([CH3:2])[CH3:3]. The catalyst class is: 19. (6) Reactant: [Br:1][C:2]1[CH:3]=[CH:4][C:5]([C:9]([O:11][CH3:12])=[O:10])=[N+:6]([O-])[CH:7]=1.P(Cl)(Cl)([Cl:15])=O.O. Product: [Br:1][C:2]1[CH:3]=[CH:4][C:5]([C:9]([O:11][CH3:12])=[O:10])=[N:6][C:7]=1[Cl:15]. The catalyst class is: 11. (7) Reactant: [Cl-].O[NH3+:3].[C:4](=[O:7])([O-])[OH:5].[Na+].CS(C)=O.[OH:13][C:14]([CH3:54])([CH3:53])[C:15]([CH3:52])([CH3:51])[O:16][C:17]1[CH:22]=[CH:21][C:20]([N:23]2[C:28](=[O:29])[C:27]([CH2:30][C:31]3[CH:36]=[CH:35][C:34]([C:37]4[C:38]([C:43]#[N:44])=[CH:39][CH:40]=[CH:41][CH:42]=4)=[CH:33][CH:32]=3)=[C:26]([CH2:45][CH2:46][CH3:47])[N:25]3[N:48]=[CH:49][N:50]=[C:24]23)=[CH:19][CH:18]=1. Product: [OH:13][C:14]([CH3:53])([CH3:54])[C:15]([CH3:52])([CH3:51])[O:16][C:17]1[CH:22]=[CH:21][C:20]([N:23]2[C:28](=[O:29])[C:27]([CH2:30][C:31]3[CH:36]=[CH:35][C:34]([C:37]4[CH:42]=[CH:41][CH:40]=[CH:39][C:38]=4[C:43]4[NH:3][C:4](=[O:7])[O:5][N:44]=4)=[CH:33][CH:32]=3)=[C:26]([CH2:45][CH2:46][CH3:47])[N:25]3[N:48]=[CH:49][N:50]=[C:24]23)=[CH:19][CH:18]=1. The catalyst class is: 13.